Task: Predict the reactants needed to synthesize the given product.. Dataset: Full USPTO retrosynthesis dataset with 1.9M reactions from patents (1976-2016) Given the product [S:6]([C:2]1[NH:1][CH:5]=[CH:4][N:3]=1)([C:2]1[NH:1][CH:5]=[CH:4][N:3]=1)=[O:7], predict the reactants needed to synthesize it. The reactants are: [NH:1]1[CH:5]=[CH:4][N:3]=[CH:2]1.[S:6](Cl)(Cl)=[O:7].